Task: Predict the product of the given reaction.. Dataset: Forward reaction prediction with 1.9M reactions from USPTO patents (1976-2016) Given the reactants [NH2:1][C:2]1[C:7]([N+:8]([O-])=O)=[CH:6][C:5]([C:11]2[CH:16]=[CH:15][CH:14]=[CH:13][CH:12]=2)=[CH:4][C:3]=1[CH3:17], predict the reaction product. The product is: [NH2:8][C:7]1[CH:6]=[C:5]([C:11]2[CH:12]=[CH:13][CH:14]=[CH:15][CH:16]=2)[CH:4]=[C:3]([CH3:17])[C:2]=1[NH2:1].